From a dataset of Drug-target binding data from BindingDB using IC50 measurements. Regression. Given a target protein amino acid sequence and a drug SMILES string, predict the binding affinity score between them. We predict pIC50 (pIC50 = -log10(IC50 in M); higher means more potent). Dataset: bindingdb_ic50. (1) The small molecule is CO[C@H]1CN(c2nc(C(=O)NC3COC(C)(C)OC3)c(C(=O)O)s2)CC[C@H]1NC(=O)c1[nH]c(C)c(Cl)c1Cl. The target protein (Q79EC5) has sequence MTAYILTAEAEADLRGIIRYTRREWGAAQVRRYIAKLEQGIARLAAGEGPFKDMSELFPALRMARCEHHYVFCLPRAGEPALVVAILHERMDLMTRLADRLKG. The pIC50 is 7.0. (2) The compound is Cc1[nH]nc2c1C(c1cc(C#N)cc(-c3ccc(C(F)(F)F)s3)c1)(C(C)C)C(C#N)=C(N)O2. The target protein sequence is MFNNDPLQKYDKELFDLLEKEKNRQIETINLIASENLTNTAVRECLGDRISNKYSEGYPHKRYYGGNDYVDKIEELCYKRALEAFNVSEEEWGVNVQPLSGSAANVQALYALVGVKGKIMGMHLCSGGHLTHGFFDEKKKVSITSDLFESKLYKCNSEGYVDMESVRNLALSFQPKVIICGYTSYPRDIDYKGFREICDEVNAYLFADISHISSFVACNLLNNPFTYADVVTTTTHKILRGPRSALIFFNKKRNPGIDQKINSSVFPSFQGGPHNNKIAAVACQLKEVNTPFFKEYTKQVLLNSKALAECLLKRNLDLVTNGTDNHLIVVDLRKYNITGSKLQETCNAINIALNKNTIPSDVDCVSPSGIRIGTPALTTRGCKEKDMEFIADMLLKAILLTDELQQKYGKKLVDFKKGLVNNPKIDELKKEVVQWAKNLPFA. The pIC50 is 6.4.